Dataset: Reaction yield outcomes from USPTO patents with 853,638 reactions. Task: Predict the reaction yield, written as a fraction of the theoretical maximum amount of product (1.0 means a 100% yield; for example, 0.34 means a 34% yield). (1) The reactants are Br[C:2]1[CH:7]=[CH:6][CH:5]=[CH:4][N:3]=1.[CH2:8]([C:12]1[S:13][C:14]2[CH:20]=[CH:19][CH:18]=[C:17]([F:21])[C:15]=2[N:16]=1)[CH2:9][C:10]#[CH:11]. No catalyst specified. The product is [F:21][C:17]1[C:15]2[N:16]=[C:12]([CH2:8][CH2:9][C:10]#[C:11][C:2]3[CH:7]=[CH:6][CH:5]=[CH:4][N:3]=3)[S:13][C:14]=2[CH:20]=[CH:19][CH:18]=1. The yield is 0.0200. (2) The product is [Br:1][C:2]1[CH:9]=[CH:8][C:5]([CH2:6][OH:7])=[CH:4][C:3]=1[F:10]. The catalyst is C1COCC1. The reactants are [Br:1][C:2]1[CH:9]=[CH:8][C:5]([CH:6]=[O:7])=[CH:4][C:3]=1[F:10].[BH4-].[Na+].CO. The yield is 0.970. (3) The reactants are [H-].[Al+3].[Li+].[H-].[H-].[H-].C[O:8][C:9](=O)[C:10]1[CH:15]=[CH:14][C:13]([CH2:16][O:17][CH3:18])=[N:12][C:11]=1[NH2:19].N. The catalyst is O1CCCC1. The product is [NH2:19][C:11]1[C:10]([CH2:9][OH:8])=[CH:15][CH:14]=[C:13]([CH2:16][O:17][CH3:18])[N:12]=1. The yield is 1.00. (4) The reactants are [H-].[Na+].[NH:3]1[C:8]2[S:9][CH:10]=[CH:11][C:7]=2[C:6](=[O:12])[O:5][C:4]1=[O:13].[CH2:14](Br)[C:15]1[CH:20]=[CH:19][CH:18]=[CH:17][CH:16]=1. The catalyst is CN(C=O)C. The product is [CH2:14]([N:3]1[C:8]2[S:9][CH:10]=[CH:11][C:7]=2[C:6](=[O:12])[O:5][C:4]1=[O:13])[C:15]1[CH:20]=[CH:19][CH:18]=[CH:17][CH:16]=1. The yield is 0.740. (5) The reactants are Br[CH:2]1[CH2:7][CH2:6][CH2:5][O:4][CH:3]1[OH:8].C(O)(=[O:11])C.[CH:13]([NH2:15])=[NH:14].C(NCC)C.CN(C)[CH:23]=[O:24]. No catalyst specified. The product is [C:23]([OH:24])(=[O:11])[C:3]([OH:8])=[O:4].[NH:14]1[CH:3]=[C:2]([CH2:7][CH2:6][CH2:5][OH:4])[N:15]=[CH:13]1. The yield is 0.420. (6) The reactants are [N+:1]([C:4]1[C:5]([S:10]([NH2:13])(=[O:12])=[O:11])=[N:6][CH:7]=[CH:8][CH:9]=1)([O-])=O.[Cl-].[NH4+].C(OCC)(=O)C. The yield is 0.760. The product is [NH2:1][C:4]1[C:5]([S:10]([NH2:13])(=[O:12])=[O:11])=[N:6][CH:7]=[CH:8][CH:9]=1. The catalyst is C(O)C.[Fe].